Dataset: Full USPTO retrosynthesis dataset with 1.9M reactions from patents (1976-2016). Task: Predict the reactants needed to synthesize the given product. (1) Given the product [CH2:31]([O:33][C:34]1[CH:35]=[C:36]([CH:39]=[C:40]([O:43][CH2:44][CH3:45])[C:41]=1[F:42])[CH2:37][N:3]1[CH2:4][CH2:5][CH:6]([NH:9][C:10]2[CH:11]=[C:12]([NH:16][C:17](=[O:19])[CH3:18])[CH:13]=[CH:14][CH:15]=2)[CH2:7][CH2:8]1)[CH3:32], predict the reactants needed to synthesize it. The reactants are: Cl.Cl.[NH:3]1[CH2:8][CH2:7][CH:6]([NH:9][C:10]2[CH:11]=[C:12]([NH:16][C:17](=[O:19])[CH3:18])[CH:13]=[CH:14][CH:15]=2)[CH2:5][CH2:4]1.C(O)(=O)C.C(N(CC)CC)C.[CH2:31]([O:33][C:34]1[CH:35]=[C:36]([CH:39]=[C:40]([O:43][CH2:44][CH3:45])[C:41]=1[F:42])[CH:37]=O)[CH3:32].C([BH3-])#N.[Na+]. (2) Given the product [OH:18][C:10]1([C:14]([O:16][CH3:17])=[O:15])[CH2:11][CH2:12][CH2:13][N:8]([CH:1]2[CH2:2][CH2:7][N:26]([C:24]([O:23][C:19]([CH3:22])([CH3:21])[CH3:20])=[O:25])[CH2:27][CH2:28]2)[CH2:9]1, predict the reactants needed to synthesize it. The reactants are: [CH2:1]([N:8]1[CH2:13][CH2:12][CH2:11][C:10]([OH:18])([C:14]([O:16][CH3:17])=[O:15])[CH2:9]1)[C:2]1[CH:7]=CC=CC=1.[C:19]([O:23][C:24]([N:26]1CCC(=O)[CH2:28][CH2:27]1)=[O:25])([CH3:22])([CH3:21])[CH3:20].C(O[BH-](OC(=O)C)OC(=O)C)(=O)C.[Na+].C(=O)([O-])O.[Na+]. (3) Given the product [CH:24]1([OH:29])[CH2:23][CH2:28][CH2:27][CH2:26][CH2:25]1.[C:31]1(=[O:36])[CH2:30][CH2:35][CH2:34][CH2:33][CH2:32]1, predict the reactants needed to synthesize it. The reactants are: CCCC.CC(O)C(O)C.CC(O)CCC.CC(=O)CCC.[CH3:23][CH:24]([OH:29])[CH2:25][CH2:26][CH2:27][CH3:28].[CH3:30][C:31](=[O:36])[CH2:32][CH2:33][CH2:34][CH3:35]. (4) Given the product [CH2:60]([C:59]1[N:58]([C:64]2[CH:65]=[CH:66][C:67]([O:70][CH3:71])=[CH:68][CH:69]=2)[N:57]=[C:56]([C:72]([O:74][CH2:75][CH3:76])=[O:73])[C:55]=1[C:52]1[CH:53]=[CH:54][C:49]([C:47]([OH:48])=[O:46])=[CH:50][C:51]=1[C:77]([N:79]1[CH2:88][CH2:87][C:86]2[C:81](=[CH:82][CH:83]=[CH:84][CH:85]=2)[CH2:80]1)=[O:78])[CH2:61][CH2:62][CH3:63], predict the reactants needed to synthesize it. The reactants are: C(C1N(C2C=CC=CC=2)N=C(C(OCC)=O)C=1C1C=CC(C(O)=O)=CC=1C(N1CCC2C(=CC=CC=2)C1)=O)CCC.C([O:46][C:47]([C:49]1[CH:54]=[CH:53][C:52]([C:55]2[C:56]([C:72]([O:74][CH2:75][CH3:76])=[O:73])=[N:57][N:58]([C:64]3[CH:69]=[CH:68][C:67]([O:70][CH3:71])=[CH:66][CH:65]=3)[C:59]=2[CH2:60][CH2:61][CH2:62][CH3:63])=[C:51]([C:77]([N:79]2[CH2:88][CH2:87][C:86]3[C:81](=[CH:82][CH:83]=[CH:84][CH:85]=3)[CH2:80]2)=[O:78])[CH:50]=1)=[O:48])(C)(C)C. (5) Given the product [Si:1]([O:8][C:9]1([CH3:33])[C:14](=[O:15])[CH:13]=[C:12]([C:23]2[CH:28]=[CH:27][N:26]=[CH:25][C:24]=2[N+:29]([O-:31])=[O:30])[O:11][CH:10]1[CH3:32])([C:4]([CH3:7])([CH3:5])[CH3:6])([CH3:3])[CH3:2], predict the reactants needed to synthesize it. The reactants are: [Si:1]([O:8][C:9]1([CH3:33])[C:14](=[O:15])[CH:13]([Se]C2C=CC=CC=2)[CH:12]([C:23]2[CH:28]=[CH:27][N:26]=[CH:25][C:24]=2[N+:29]([O-:31])=[O:30])[O:11][CH:10]1[CH3:32])([C:4]([CH3:7])([CH3:6])[CH3:5])([CH3:3])[CH3:2].I([O-])(=O)(=O)=O.[Na+].S([O-])([O-])(=O)=S.[Na+].[Na+]. (6) Given the product [F:24][C:21]1[C:22]2[CH:23]=[C:15]3[C:14]4[N:25]=[C:26]([C:29]5[C:30]([N:49]([CH3:54])[S:50]([CH3:53])(=[O:52])=[O:51])=[CH:31][C:32]6[O:36][C:35]([C:37]7[CH:42]=[CH:41][C:40]([F:43])=[CH:39][CH:38]=7)=[C:34]([C:44]([NH:46][CH3:47])=[O:45])[C:33]=6[CH:48]=5)[CH:27]=[CH:28][C:13]=4[O:12][CH:11]([CH2:10][CH2:9][OH:8])[N:16]3[C:17]=2[CH:18]=[CH:19][CH:20]=1, predict the reactants needed to synthesize it. The reactants are: C([O:8][CH2:9][CH2:10][CH:11]1[N:16]2[C:17]3[CH:18]=[CH:19][CH:20]=[C:21]([F:24])[C:22]=3[CH:23]=[C:15]2[C:14]2[N:25]=[C:26]([C:29]3[C:30]([N:49]([CH3:54])[S:50]([CH3:53])(=[O:52])=[O:51])=[CH:31][C:32]4[O:36][C:35]([C:37]5[CH:42]=[CH:41][C:40]([F:43])=[CH:39][CH:38]=5)=[C:34]([C:44]([NH:46][CH3:47])=[O:45])[C:33]=4[CH:48]=3)[CH:27]=[CH:28][C:13]=2[O:12]1)C1C=CC=CC=1.